Predict the reaction yield, written as a fraction of the theoretical maximum amount of product (1.0 means a 100% yield; for example, 0.34 means a 34% yield). From a dataset of Reaction yield outcomes from USPTO patents with 853,638 reactions. (1) The reactants are [Cl:1][C:2]1[CH:10]=[CH:9][C:8]([CH3:11])=[CH:7][C:3]=1[C:4]([NH2:6])=[O:5].FC1C=CC([O:19][C:20](=O)[NH:21][C:22]2[S:23][C:24]3[CH:30]=[C:29]([S:31]([CH3:34])(=[O:33])=[O:32])[CH:28]=[CH:27][C:25]=3[N:26]=2)=CC=1. No catalyst specified. The product is [Cl:1][C:2]1[CH:10]=[CH:9][C:8]([CH3:11])=[CH:7][C:3]=1[C:4]([NH:6][C:20](=[O:19])[NH:21][C:22]1[S:23][C:24]2[CH:30]=[C:29]([S:31]([CH3:34])(=[O:33])=[O:32])[CH:28]=[CH:27][C:25]=2[N:26]=1)=[O:5]. The yield is 0.200. (2) The reactants are [N:1]1([C:12]([O:14][C:15]([CH3:18])([CH3:17])[CH3:16])=[O:13])[CH2:6][CH2:5][CH:4]([C:7]([O:9][CH2:10][CH3:11])=[O:8])[CH2:3][CH2:2]1.C[Si]([N-][Si](C)(C)C)(C)C.[Na+].Br[CH2:30][CH2:31][O:32][C:33]1[CH:38]=[CH:37][CH:36]=[CH:35][CH:34]=1. The catalyst is C1COCC1. The product is [O:32]([CH2:31][CH2:30][C:4]1([C:7]([O:9][CH2:10][CH3:11])=[O:8])[CH2:3][CH2:2][N:1]([C:12]([O:14][C:15]([CH3:17])([CH3:16])[CH3:18])=[O:13])[CH2:6][CH2:5]1)[C:33]1[CH:38]=[CH:37][CH:36]=[CH:35][CH:34]=1. The yield is 0.740. (3) No catalyst specified. The product is [C:22]([NH:26][C:19]([C:10]1[CH:9]=[C:8]([C:5]2[CH:4]=[CH:3][C:2]([Cl:1])=[CH:7][N:6]=2)[N:12]([C:13]2[CH:18]=[CH:17][CH:16]=[CH:15][N:14]=2)[N:11]=1)=[O:21])([CH3:25])([CH3:24])[CH3:23]. The reactants are [Cl:1][C:2]1[CH:3]=[CH:4][C:5]([C:8]2[N:12]([C:13]3[CH:18]=[CH:17][CH:16]=[CH:15][N:14]=3)[N:11]=[C:10]([C:19]([OH:21])=O)[CH:9]=2)=[N:6][CH:7]=1.[C:22]([NH2:26])([CH3:25])([CH3:24])[CH3:23]. The yield is 0.260. (4) The reactants are C1(C)C=CC(S(Cl)(=O)=O)=CC=1.[Cl:12][C:13](=CCl)C#N.[CH3:18][C:19]1[CH:24]=[CH:23][N:22]=[CH:21][C:20]=1[C:25]([N:27]1[CH2:32][CH2:31][CH2:30][CH2:29][CH:28]1[C:33]([O-])=O)=O.[Na+].[CH2:37]([N:39](CC)CC)C. The catalyst is ClCCCl. The product is [Cl:12][C:13]1[C:33]([C:37]#[N:39])=[C:28]2[N:27]([C:25]=1[C:20]1[CH:21]=[N:22][CH:23]=[CH:24][C:19]=1[CH3:18])[CH2:32][CH2:31][CH2:30][CH2:29]2. The yield is 0.980. (5) The reactants are [C:1]([NH2:10])(=[O:9])[C:2]1[C:3](=[CH:5][CH:6]=[CH:7][CH:8]=1)[NH2:4].[CH:11]1([C:17](Cl)=[O:18])[CH2:16][CH2:15][CH2:14][CH2:13][CH2:12]1.C(N(CC)CC)C. The catalyst is ClCCl. The product is [CH:11]1([C:17]([NH:4][C:3]2[CH:5]=[CH:6][CH:7]=[CH:8][C:2]=2[C:1]([NH2:10])=[O:9])=[O:18])[CH2:16][CH2:15][CH2:14][CH2:13][CH2:12]1. The yield is 1.00.